This data is from Catalyst prediction with 721,799 reactions and 888 catalyst types from USPTO. The task is: Predict which catalyst facilitates the given reaction. Reactant: [OH:1][C:2]1[CH:9]=[CH:8][C:5]([CH:6]=[O:7])=[CH:4][CH:3]=1.N1C=CC=CC=1.Cl[C:17]([O:19][CH2:20][CH3:21])=[O:18].N#N. Product: [C:17](=[O:18])([O:1][C:2]1[CH:9]=[CH:8][C:5]([CH:6]=[O:7])=[CH:4][CH:3]=1)[O:19][CH2:20][CH3:21]. The catalyst class is: 232.